Dataset: Forward reaction prediction with 1.9M reactions from USPTO patents (1976-2016). Task: Predict the product of the given reaction. (1) Given the reactants OS(O)(=O)=O.O[C:7]([C:27]1[N:28]([CH3:32])[CH:29]=[CH:30][N:31]=1)([C:21]1[CH:26]=[CH:25][CH:24]=[CH:23][CH:22]=1)[CH:8]1[CH2:13][CH2:12][N:11](C(OC(C)(C)C)=O)[CH2:10][CH2:9]1.[OH-].[NH4+], predict the reaction product. The product is: [CH3:32][N:28]1[CH:29]=[CH:30][N:31]=[C:27]1[C:7]([C:21]1[CH:26]=[CH:25][CH:24]=[CH:23][CH:22]=1)=[C:8]1[CH2:9][CH2:10][NH:11][CH2:12][CH2:13]1. (2) Given the reactants [Cl:1][C:2]1[N:11]=[C:10](Cl)[C:9]2[C:4](=[C:5]([F:17])[C:6]([O:15][CH3:16])=[C:7]([O:13][CH3:14])[CH:8]=2)[N:3]=1.[NH4+:18].[OH-], predict the reaction product. The product is: [Cl:1][C:2]1[N:11]=[C:10]([NH2:18])[C:9]2[C:4](=[C:5]([F:17])[C:6]([O:15][CH3:16])=[C:7]([O:13][CH3:14])[CH:8]=2)[N:3]=1. (3) Given the reactants [CH2:1]([O:8][C:9]1[CH:14]=[CH:13][C:12]([C:15]2[C:20]([Cl:21])=[CH:19][C:18]([NH:22][C:23](=[O:28])[C:24]([F:27])([F:26])[F:25])=[C:17]([C:29]#[C:30][CH:31]([C:33]3[CH:34]=[CH:35][C:36]([CH3:43])=[C:37]([CH:42]=3)[C:38]([O:40][CH3:41])=[O:39])[OH:32])[CH:16]=2)=[C:11]([F:44])[CH:10]=1)[C:2]1[CH:7]=[CH:6][CH:5]=[CH:4][CH:3]=1.Cl[C:46]([O:48][CH2:49][CH3:50])=[O:47], predict the reaction product. The product is: [CH2:1]([O:8][C:9]1[CH:14]=[CH:13][C:12]([C:15]2[C:20]([Cl:21])=[CH:19][C:18]([NH:22][C:23](=[O:28])[C:24]([F:26])([F:25])[F:27])=[C:17]([C:29]#[C:30][CH:31]([C:33]3[CH:34]=[CH:35][C:36]([CH3:43])=[C:37]([CH:42]=3)[C:38]([O:40][CH3:41])=[O:39])[O:32][C:46]([O:48][CH2:49][CH3:50])=[O:47])[CH:16]=2)=[C:11]([F:44])[CH:10]=1)[C:2]1[CH:3]=[CH:4][CH:5]=[CH:6][CH:7]=1. (4) Given the reactants [F:1][C:2]1[CH:11]=[CH:10][C:5]([NH:6][CH:7]([CH3:9])[CH3:8])=[CH:4][CH:3]=1.[Br:12][C:13]1[CH:20]=[CH:19][C:16]([CH:17]=O)=[CH:15][CH:14]=1.Cl.N(CC(O)=O)C.C(=O)C1C=CC=CC=1, predict the reaction product. The product is: [Br:12][C:13]1[CH:20]=[CH:19][C:16]([CH2:17][N:6]([CH:7]([CH3:9])[CH3:8])[C:5]2[CH:10]=[CH:11][C:2]([F:1])=[CH:3][CH:4]=2)=[CH:15][CH:14]=1. (5) Given the reactants [C:1]([O:5][C:6]([N:8]([CH2:10][C:11]1([C:14]([OH:16])=O)[CH2:13][CH2:12]1)[CH3:9])=[O:7])([CH3:4])([CH3:3])[CH3:2].C1N=CN(C(N2C=NC=C2)=O)C=1.[Br-:29].[Br-].[NH3+:31][CH2:32][CH2:33][CH2:34][P+:35]([C:48]1[CH:53]=[CH:52][CH:51]=[CH:50][CH:49]=1)([C:42]1[CH:47]=[CH:46][CH:45]=[CH:44][CH:43]=1)[C:36]1[CH:41]=[CH:40][CH:39]=[CH:38][CH:37]=1, predict the reaction product. The product is: [Br-:29].[C:1]([O:5][C:6]([N:8]([CH2:10][C:11]1([C:14]([NH:31][CH2:32][CH2:33][CH2:34][P+:35]([C:48]2[CH:53]=[CH:52][CH:51]=[CH:50][CH:49]=2)([C:36]2[CH:37]=[CH:38][CH:39]=[CH:40][CH:41]=2)[C:42]2[CH:47]=[CH:46][CH:45]=[CH:44][CH:43]=2)=[O:16])[CH2:12][CH2:13]1)[CH3:9])=[O:7])([CH3:2])([CH3:3])[CH3:4]. (6) The product is: [CH3:1][N:2]1[C@@H:19]2[CH2:20][C:7]3=[CH:8][CH:9]=[C:10]([OH:22])[C:11]4[O:12][C@H:13]5[C:14]([CH2:16][CH2:17][C@:18]2([OH:21])[C@:5]5([C:6]=43)[CH2:4][CH2:3]1)=[O:15]. Given the reactants [CH3:1][N:2]1[C@@H:19]2[CH2:20][C:7]3=[CH:8][CH:9]=[C:10]([OH:22])[C:11]4[O:12][C@H:13]5[C:14]([CH2:16][CH2:17][C@:18]2([OH:21])[C@:5]5([C:6]=43)[CH2:4][CH2:3]1)=[O:15].Cl.C([O-])(=O)C, predict the reaction product. (7) Given the reactants [F:1][CH2:2][CH2:3][O:4][C:5]1[C:6]([O:22]C2CCCCO2)=[CH:7][CH:8]=[C:9]2[C:14]=1[O:13][C:12](=[O:15])[CH:11]=[C:10]2[C:16]1[CH:21]=[CH:20][CH:19]=[CH:18][CH:17]=1.O1CCOCC1.Cl, predict the reaction product. The product is: [F:1][CH2:2][CH2:3][O:4][C:5]1[C:6]([OH:22])=[CH:7][CH:8]=[C:9]2[C:14]=1[O:13][C:12](=[O:15])[CH:11]=[C:10]2[C:16]1[CH:21]=[CH:20][CH:19]=[CH:18][CH:17]=1. (8) Given the reactants O[CH2:2][CH:3]1[CH2:8][CH2:7][N:6]([C:9]([O:11][C:12]([CH3:15])([CH3:14])[CH3:13])=[O:10])[CH2:5][CH2:4]1.CS(Cl)(=O)=O.C(=O)(O)[O-].[Na+].[N+:26]([C:29]1[CH:30]=[C:31]2[C:35](=[CH:36][CH:37]=1)[NH:34][CH:33]=[CH:32]2)([O-:28])=[O:27].[H-].[Na+], predict the reaction product. The product is: [N+:26]([C:29]1[CH:30]=[C:31]2[C:35](=[CH:36][CH:37]=1)[N:34]([CH2:2][CH:3]1[CH2:8][CH2:7][N:6]([C:9]([O:11][C:12]([CH3:15])([CH3:14])[CH3:13])=[O:10])[CH2:5][CH2:4]1)[CH:33]=[CH:32]2)([O-:28])=[O:27].